Dataset: Forward reaction prediction with 1.9M reactions from USPTO patents (1976-2016). Task: Predict the product of the given reaction. (1) Given the reactants FC(F)(F)S(O[C:7]1[CH2:8][CH2:9][N:10]([C:13]([O:15][C:16]([CH3:19])([CH3:18])[CH3:17])=[O:14])[CH2:11][CH:12]=1)(=O)=O.[Cl:22][C:23]1[CH:24]=[C:25](B(O)O)[CH:26]=[CH:27][C:28]=1[Cl:29].C([O-])([O-])=O.[Na+].[Na+].[NH4+].[Cl-], predict the reaction product. The product is: [Cl:22][C:23]1[CH:24]=[C:25]([C:7]2[CH2:8][CH2:9][N:10]([C:13]([O:15][C:16]([CH3:19])([CH3:18])[CH3:17])=[O:14])[CH2:11][CH:12]=2)[CH:26]=[CH:27][C:28]=1[Cl:29]. (2) Given the reactants [CH2:1]([P:3](=[O:10])([O:7]CC)[O:4][CH2:5][CH3:6])[CH3:2].[OH-].[Na+].O.S([O-])([O-])(=O)=O.[Al+3:19].S([O-])([O-])(=O)=O.S([O-])([O-])(=O)=O.[Al+3], predict the reaction product. The product is: [CH2:1]([P:3](=[O:7])([O-:10])[O:4][CH2:5][CH3:6])[CH3:2].[Al+3:19].[CH2:5]([O:4][P:3]([CH2:1][CH3:2])(=[O:7])[O-:10])[CH3:6].[CH2:5]([O:4][P:3]([CH2:1][CH3:2])(=[O:7])[O-:10])[CH3:6].